Dataset: Catalyst prediction with 721,799 reactions and 888 catalyst types from USPTO. Task: Predict which catalyst facilitates the given reaction. (1) Reactant: [C:1]([C@H:4]1[C@@H:8]2[C@@H:9]3[C@@:22]([CH3:25])([CH2:23][CH2:24][C@@:7]2([NH:40][CH2:41][CH2:42][N:43]2[CH2:48][CH2:47][S:46](=[O:50])(=[O:49])[CH2:45][CH2:44]2)[CH2:6][CH2:5]1)[C@@:21]1([CH3:26])[C@@H:12]([C@:13]2([CH3:39])[C@@H:18]([CH2:19][CH2:20]1)[C:17]([CH3:28])([CH3:27])[C:16]([C:29]1[CH:38]=[CH:37][C:32]([C:33]([O:35][CH3:36])=[O:34])=[CH:31][CH:30]=1)=[CH:15][CH2:14]2)[CH2:11][CH2:10]3)(=O)[CH3:2].Cl.[NH2:52][OH:53].C([O-])(=O)C.[Na+].CO. Product: [O:50]=[S:46]1(=[O:49])[CH2:45][CH2:44][N:43]([CH2:42][CH2:41][NH:40][C@:7]23[CH2:6][CH2:5][C@@H:4]([C:1](=[N:52][OH:53])[CH3:2])[C@@H:8]2[C@@H:9]2[C@@:22]([CH3:25])([CH2:23][CH2:24]3)[C@@:21]3([CH3:26])[C@@H:12]([C@:13]4([CH3:39])[C@@H:18]([CH2:19][CH2:20]3)[C:17]([CH3:28])([CH3:27])[C:16]([C:29]3[CH:30]=[CH:31][C:32]([C:33]([O:35][CH3:36])=[O:34])=[CH:37][CH:38]=3)=[CH:15][CH2:14]4)[CH2:11][CH2:10]2)[CH2:48][CH2:47]1. The catalyst class is: 7. (2) Reactant: [CH2:1]([C@H:8]1[CH2:12][O:11][C:10](=[O:13])[N:9]1[C:14](=[O:35])[C@@H:15]([O:32][CH2:33][CH3:34])[CH2:16][C:17]1[CH:22]=[CH:21][C:20]([O:23]CC2C=CC=CC=2)=[CH:19][C:18]=1[CH3:31])[C:2]1[CH:7]=[CH:6][CH:5]=[CH:4][CH:3]=1. Product: [CH2:1]([C@H:8]1[CH2:12][O:11][C:10](=[O:13])[N:9]1[C:14](=[O:35])[C@@H:15]([O:32][CH2:33][CH3:34])[CH2:16][C:17]1[CH:22]=[CH:21][C:20]([OH:23])=[CH:19][C:18]=1[CH3:31])[C:2]1[CH:3]=[CH:4][CH:5]=[CH:6][CH:7]=1. The catalyst class is: 45. (3) Reactant: CC(C)([O-])C.[K+].[C:7]([CH2:9]P(=O)(OCC)OCC)#[N:8].[CH:18]([C@H:20]1[CH2:25][CH2:24][C@H:23]([NH:26][C:27](=[O:33])[O:28][C:29]([CH3:32])([CH3:31])[CH3:30])[CH2:22][CH2:21]1)=O. Product: [C:7]([CH:9]=[CH:18][C@H:20]1[CH2:25][CH2:24][C@H:23]([NH:26][C:27](=[O:33])[O:28][C:29]([CH3:32])([CH3:31])[CH3:30])[CH2:22][CH2:21]1)#[N:8]. The catalyst class is: 7. (4) Reactant: [NH:1]1[C:11]2[C:6](=[CH:7][CH:8]=[CH:9][CH:10]=2)[C:4](=O)[C:2]1=[O:3].[OH-].[Na+].[CH2:14]([S:16][CH2:17][C:18]([C:20]1[CH:25]=[CH:24][CH:23]=[CH:22][CH:21]=1)=O)[CH3:15].[CH2:26](O)[CH3:27].[CH2:29]1[CH2:33]O[CH2:31][CH2:30]1.O. Product: [CH2:14]([S:16][C:17]1[C:18]([C:20]2[CH:25]=[CH:24][CH:23]=[CH:22][CH:21]=2)=[N:1][C:11]2[C:6]([C:4]=1[C:2]([NH:1][C@H:2]([C:27]1[CH:26]=[CH:33][CH:29]=[CH:30][CH:31]=1)[CH2:4][CH3:6])=[O:3])=[CH:7][CH:8]=[CH:9][CH:10]=2)[CH3:15]. The catalyst class is: 6. (5) Reactant: C(OC([N:8]1[CH2:12][CH2:11][C@@H:10]([C:13]2[NH:17][C:16](=[O:18])[O:15][N:14]=2)[CH2:9]1)=O)(C)(C)C.C(Cl)Cl.C1(S)C=CC=CC=1. Product: [NH:8]1[CH2:12][CH2:11][C@@H:10]([C:13]2[NH:17][C:16](=[O:18])[O:15][N:14]=2)[CH2:9]1. The catalyst class is: 67. (6) Reactant: CS([C:4]1[N:5]=[CH:6][C:7]2[CH:13]=[CH:12][C:11](=[O:14])[N:10]([C:15]3[CH:20]=[CH:19][CH:18]=[CH:17][CH:16]=3)[C:8]=2[N:9]=1)=O.[NH2:21][C:22]1[CH:27]=[CH:26][CH:25]=[CH:24][CH:23]=1.CCCCCC. Product: [C:22]1([NH:21][C:4]2[N:5]=[CH:6][C:7]3[CH:13]=[CH:12][C:11](=[O:14])[N:10]([C:15]4[CH:20]=[CH:19][CH:18]=[CH:17][CH:16]=4)[C:8]=3[N:9]=2)[CH:27]=[CH:26][CH:25]=[CH:24][CH:23]=1. The catalyst class is: 13.